Predict the reactants needed to synthesize the given product. From a dataset of Full USPTO retrosynthesis dataset with 1.9M reactions from patents (1976-2016). (1) Given the product [CH3:1][C:11]1([CH2:14][C:15]([O:17][CH2:18][CH3:19])=[O:16])[CH2:12][CH2:13][O:8][CH2:9][CH2:10]1, predict the reactants needed to synthesize it. The reactants are: [CH3:1][Li].Cl[Si](C)(C)C.[O:8]1[CH2:13][CH2:12][C:11](=[CH:14][C:15]([O:17][CH2:18][CH3:19])=[O:16])[CH2:10][CH2:9]1. (2) Given the product [Cl:1][C:2]1[CH:3]=[C:4]2[C:8](=[CH:9][CH:10]=1)[N:7]([CH2:11][C:12]([O:14][CH2:15][CH3:16])=[O:13])[C:6](=[O:17])[C:5]12[CH2:18][O:29][C:21]2[CH:22]=[C:23]3[C:24](=[CH:28][C:20]1=2)[CH2:25][CH2:26][O:27]3, predict the reactants needed to synthesize it. The reactants are: [Cl:1][C:2]1[CH:3]=[C:4]2[C:8](=[CH:9][CH:10]=1)[N:7]([CH2:11][C:12]([O:14][CH2:15][CH3:16])=[O:13])[C:6](=[O:17])[C:5]2([C:20]1[C:21]([OH:29])=[CH:22][C:23]2[O:27][CH2:26][CH2:25][C:24]=2[CH:28]=1)[CH2:18]O.ClC1C=CC(Cl)=C2C=1C(C1C(O)=CC3OCOC=3C=1)(CO)C(=O)N2CCCCC. (3) Given the product [ClH:33].[ClH:33].[CH:1]([S:4][C:5]1[S:32][C:8]2[O:9][C:10]3[CH:30]=[C:29]([CH3:31])[CH:28]=[CH:27][C:11]=3[N:12]=[C:13]([N:14]3[CH2:19][CH2:18][N:17]([CH2:20][C:21]([CH3:25])([CH3:26])[C:22]([OH:24])=[O:23])[CH2:16][CH2:15]3)[C:7]=2[CH:6]=1)([CH3:3])[CH3:2], predict the reactants needed to synthesize it. The reactants are: [CH:1]([S:4][C:5]1[S:32][C:8]2[O:9][C:10]3[CH:30]=[C:29]([CH3:31])[CH:28]=[CH:27][C:11]=3[N:12]=[C:13]([N:14]3[CH2:19][CH2:18][N:17]([CH2:20][C:21]([CH3:26])([CH3:25])[C:22]([OH:24])=[O:23])[CH2:16][CH2:15]3)[C:7]=2[CH:6]=1)([CH3:3])[CH3:2].[ClH:33]. (4) Given the product [CH3:16][O:17][C:18](=[O:30])[CH2:19][C@H:20]1[C:24]2[CH:25]=[CH:26][C:27]([O:11][C@H:9]3[C:10]4[C:6](=[C:5]([C:12]([F:13])([F:14])[F:15])[CH:4]=[CH:3][C:2]=4[CH3:1])[CH2:7][CH2:8]3)=[CH:28][C:23]=2[O:22][CH2:21]1, predict the reactants needed to synthesize it. The reactants are: [CH3:1][C:2]1[CH:3]=[CH:4][C:5]([C:12]([F:15])([F:14])[F:13])=[C:6]2[C:10]=1[C@@H:9]([OH:11])[CH2:8][CH2:7]2.[CH3:16][O:17][C:18](=[O:30])[CH2:19][C@H:20]1[C:24]2[CH:25]=[CH:26][C:27](O)=[CH:28][C:23]=2[O:22][CH2:21]1. (5) Given the product [CH2:25]([O:12][C:11]([C:6]1[NH:7][C:8]2[C:4]([CH:5]=1)=[CH:3][C:2]([O:1][Si:18]([C:14]([CH3:17])([CH3:16])[CH3:15])([CH3:21])[CH3:20])=[CH:10][CH:9]=2)=[O:13])[CH3:26], predict the reactants needed to synthesize it. The reactants are: [OH:1][C:2]1[CH:3]=[C:4]2[C:8](=[CH:9][CH:10]=1)[NH:7][C:6]([C:11]([OH:13])=[O:12])=[CH:5]2.[C:14]([Si:18]([CH3:21])([CH3:20])Cl)([CH3:17])([CH3:16])[CH3:15].N1[CH:26]=[CH:25]N=C1.[Cl-].[NH4+]. (6) Given the product [CH3:2][O:3][C:4]1[CH:5]=[CH:6][C:7]([CH2:8][N:9]2[C:13]3=[N:14][CH:17]=[C:33]4[C:34](=[O:36])[NH:35][C:31](=[O:37])[C:32]4=[C:12]3[CH:11]=[N:10]2)=[CH:15][CH:16]=1, predict the reactants needed to synthesize it. The reactants are: Cl.[CH3:2][O:3][C:4]1[CH:16]=[CH:15][C:7]([CH2:8][N:9]2[C:13]([NH2:14])=[CH:12][CH:11]=[N:10]2)=[CH:6][CH:5]=1.[C:17](=O)([O-])[O-].[K+].[K+].COC(OC)N(C)C.[C:31]1(=[O:37])[NH:35][C:34](=[O:36])[CH:33]=[CH:32]1. (7) Given the product [CH3:1][C:2]1[CH:3]=[CH:4][CH:5]=[C:6]([C:9]2[CH:14]=[CH:13][N:12]=[CH:11][CH:10]=2)[C:7]=1[O:8][S:17]([C:16]([F:29])([F:28])[F:15])(=[O:19])=[O:18], predict the reactants needed to synthesize it. The reactants are: [CH3:1][C:2]1[C:7]([OH:8])=[C:6]([C:9]2[CH:14]=[CH:13][N:12]=[CH:11][CH:10]=2)[CH:5]=[CH:4][CH:3]=1.[F:15][C:16]([F:29])([F:28])[S:17](O[S:17]([C:16]([F:29])([F:28])[F:15])(=[O:19])=[O:18])(=[O:19])=[O:18]. (8) Given the product [Cl:1][C:2]1[CH:7]=[C:6]2[NH:8][C:9](=[O:41])[C:10]3([CH:15]([C:16]4[CH:21]=[C:20]([Cl:22])[CH:19]=[CH:18][C:17]=4[O:23][C:24]([CH2:25][CH3:26])([C:27]([N:42]4[CH2:46][CH2:45][CH2:44][CH2:43]4)=[O:28])[CH2:30][CH3:31])[CH2:14][C:13](=[O:32])[NH:12][CH:11]3[C:33]3[CH:38]=[C:37]([F:39])[CH:36]=[CH:35][C:34]=3[CH3:40])[C:5]2=[CH:4][CH:3]=1, predict the reactants needed to synthesize it. The reactants are: [Cl:1][C:2]1[CH:7]=[C:6]2[NH:8][C:9](=[O:41])[C:10]3([CH:15]([C:16]4[CH:21]=[C:20]([Cl:22])[CH:19]=[CH:18][C:17]=4[O:23][C:24]([CH2:30][CH3:31])([C:27](O)=[O:28])[CH2:25][CH3:26])[CH2:14][C:13](=[O:32])[NH:12][CH:11]3[C:33]3[CH:38]=[C:37]([F:39])[CH:36]=[CH:35][C:34]=3[CH3:40])[C:5]2=[CH:4][CH:3]=1.[NH:42]1[CH2:46][CH2:45][CH2:44][CH2:43]1.CN(C(ON1N=NC2C=CC=NC1=2)=[N+](C)C)C.F[P-](F)(F)(F)(F)F.O. (9) Given the product [N:14]1([C:9](=[O:11])[CH2:8][CH2:7][C:3]2[CH:2]=[N:1][CH:6]=[CH:5][CH:4]=2)[CH:18]=[CH:17][N:16]=[CH:15]1, predict the reactants needed to synthesize it. The reactants are: [N:1]1[CH:6]=[CH:5][CH:4]=[C:3]([CH2:7][CH2:8][C:9]([OH:11])=O)[CH:2]=1.C([N:14]1[CH:18]=[CH:17][N:16]=[CH:15]1)([N:14]1[CH:18]=[CH:17][N:16]=[CH:15]1)=O. (10) Given the product [O:19]1[CH2:17][CH2:6][CH2:5][C@H:4]1[CH2:7][N:8]([CH2:10][C:11]1[CH:12]=[CH:13][CH:14]=[CH:15][CH:16]=1)[CH3:9], predict the reactants needed to synthesize it. The reactants are: O1[CH2:6][CH2:5][CH:4]([CH2:7][N:8]([CH2:10][C:11]2[CH:16]=[CH:15][CH:14]=[CH:13][CH:12]=2)[CH3:9])CC1.[C:17](OCC)(=[O:19])C.CO.